Dataset: HIV replication inhibition screening data with 41,000+ compounds from the AIDS Antiviral Screen. Task: Binary Classification. Given a drug SMILES string, predict its activity (active/inactive) in a high-throughput screening assay against a specified biological target. The molecule is COCCCC(=O)NC(c1ccccc1)(c1ccccc1)c1ccccc1. The result is 0 (inactive).